Dataset: Full USPTO retrosynthesis dataset with 1.9M reactions from patents (1976-2016). Task: Predict the reactants needed to synthesize the given product. Given the product [CH2:1]([C:8]1[S:12][C:11]([N:25]2[CH2:30][CH2:29][NH:28][CH2:27][CH2:26]2)=[N:10][C:9]=1[C:14]1[CH:19]=[CH:18][C:17]([O:20][CH3:21])=[CH:16][CH:15]=1)[C:2]1[CH:7]=[CH:6][CH:5]=[CH:4][CH:3]=1, predict the reactants needed to synthesize it. The reactants are: [CH2:1]([C:8]1[S:12][C:11](Cl)=[N:10][C:9]=1[C:14]1[CH:19]=[CH:18][C:17]([O:20][CH3:21])=[CH:16][CH:15]=1)[C:2]1[CH:7]=[CH:6][CH:5]=[CH:4][CH:3]=1.O[Li].O.[NH:25]1[CH2:30][CH2:29][NH:28][CH2:27][CH2:26]1.CN(C=O)C.